Task: Predict the reaction yield, written as a fraction of the theoretical maximum amount of product (1.0 means a 100% yield; for example, 0.34 means a 34% yield).. Dataset: Reaction yield outcomes from USPTO patents with 853,638 reactions (1) The reactants are [N:1]1[CH:6]=[CH:5][N:4]=[CH:3][C:2]=1[C:7](=O)[CH3:8].C([O-])(=O)C.[NH4+:14]. The catalyst is CO.C([BH3-])#N.[Na+]. The product is [N:1]1[CH:6]=[CH:5][N:4]=[CH:3][C:2]=1[CH:7]([NH2:14])[CH3:8]. The yield is 0.750. (2) The yield is 0.789. The catalyst is O1CCCC1. The reactants are C([O:4][C:5]1[CH:22]=[CH:21][C:20]([Br:23])=[CH:19][C:6]=1[C:7]([NH:9][C:10]1[S:11][CH:12]=[C:13]([C:15]([CH3:18])([CH3:17])[CH3:16])[N:14]=1)=[O:8])(=O)C.[OH-].[Na+].Cl. The product is [Br:23][C:20]1[CH:21]=[CH:22][C:5]([OH:4])=[C:6]([CH:19]=1)[C:7]([NH:9][C:10]1[S:11][CH:12]=[C:13]([C:15]([CH3:16])([CH3:17])[CH3:18])[N:14]=1)=[O:8]. (3) The reactants are [CH:1]([C:3]1[CH:4]=[CH:5][C:6]([O:12][CH3:13])=[C:7](B(O)O)[CH:8]=1)=[O:2].I[C:15]1[CH:16]=[C:17]([C:21]2[O:22][CH:23]=[N:24][N:25]=2)[CH:18]=[CH:19][CH:20]=1.C([O-])([O-])=O.[K+].[K+]. The catalyst is COCCOC.C(OCC)(=O)C.Cl[Pd](Cl)([P](C1C=CC=CC=1)(C1C=CC=CC=1)C1C=CC=CC=1)[P](C1C=CC=CC=1)(C1C=CC=CC=1)C1C=CC=CC=1. The product is [CH3:13][O:12][C:6]1[C:7]([C:19]2[CH:20]=[CH:15][CH:16]=[C:17]([C:21]3[O:22][CH:23]=[N:24][N:25]=3)[CH:18]=2)=[CH:8][C:3]([CH:1]=[O:2])=[CH:4][CH:5]=1. The yield is 0.550. (4) The reactants are [F:1][C:2]1[CH:7]=[CH:6][CH:5]=[CH:4][CH:3]=1.[F:8][C:9]1[N:14]=[CH:13][C:12]([CH:15]2[C:19]3[C:20]([CH3:32])=[C:21]([N:26]4[CH2:31][CH2:30][NH:29][CH2:28][CH2:27]4)[C:22]([CH3:25])=[C:23]([CH3:24])[C:18]=3[O:17][C:16]2([CH3:34])[CH3:33])=[CH:11][CH:10]=1. No catalyst specified. The product is [F:1][C:2]1[CH:7]=[CH:6][C:5]([N:29]2[CH2:30][CH2:31][N:26]([C:21]3[C:22]([CH3:25])=[C:23]([CH3:24])[C:18]4[O:17][C:16]([CH3:34])([CH3:33])[CH:15]([C:12]5[CH:13]=[N:14][C:9]([F:8])=[CH:10][CH:11]=5)[C:19]=4[C:20]=3[CH3:32])[CH2:27][CH2:28]2)=[CH:4][CH:3]=1. The yield is 0.500. (5) The reactants are C[C:2]1[CH:3]=[CH:4][C:5]2[O:9][CH:8]=[CH:7][C:6]=2[CH:10]=1.B(Br)(Br)Br.C([O-])([O-])=[O:16].[Na+].[Na+]. The catalyst is C(Cl)Cl. The product is [OH:16][C:2]1[CH:3]=[CH:4][C:5]2[O:9][CH:8]=[CH:7][C:6]=2[CH:10]=1. The yield is 0.796. (6) The reactants are [CH3:1][NH:2][C:3]1[CH:8]=[CH:7][C:6]([NH:9]C)=[C:5]([N:11]2[CH2:16][CH2:15][CH2:14][CH2:13][CH2:12]2)[CH:4]=1.[C:17]([C:19]1[O:23][C:22]([C:24](Cl)=[O:25])=[CH:21][CH:20]=1)#[N:18].[CH3:27]CN(C(C)C)C(C)C. No catalyst specified. The product is [CH3:1][N:2]([CH3:27])[C:3]1[CH:8]=[CH:7][C:6]([NH:9][C:24]([C:22]2[O:23][C:19]([C:17]#[N:18])=[CH:20][CH:21]=2)=[O:25])=[C:5]([N:11]2[CH2:16][CH2:15][CH2:14][CH2:13][CH2:12]2)[CH:4]=1. The yield is 0.630. (7) The reactants are [CH:1]([C:3]1[CH:4]=[CH:5][C:6]([N:11]2[CH:15]=[N:14][C:13]([N+:16]([O-:18])=[O:17])=[N:12]2)=[C:7]([CH:10]=1)[C:8]#[N:9])=O.[C:19]([O-])([O-])=O.[K+].[K+]. The catalyst is O1CCOCC1.[Br-].C[P+](C1C=CC=CC=1)(C1C=CC=CC=1)C1C=CC=CC=1. The product is [N+:16]([C:13]1[N:14]=[CH:15][N:11]([C:6]2[CH:5]=[CH:4][C:3]([CH:1]=[CH2:19])=[CH:10][C:7]=2[C:8]#[N:9])[N:12]=1)([O-:18])=[O:17]. The yield is 0.700.